This data is from Catalyst prediction with 721,799 reactions and 888 catalyst types from USPTO. The task is: Predict which catalyst facilitates the given reaction. Product: [C:33]([OH:40])(=[O:39])/[CH:34]=[CH:35]/[C:36]([OH:38])=[O:37].[OH:1][CH2:2][CH:3]([NH:6][C:7]1[N:12]=[C:11]([NH:13][CH2:14][C:15]2[CH:16]=[CH:17][C:18]([C:21]3[CH:26]=[CH:25][CH:24]=[CH:23][N:22]=3)=[CH:19][CH:20]=2)[N:10]2[N:27]=[CH:28][C:29]([CH:30]([CH3:32])[CH3:31])=[C:9]2[N:8]=1)[CH2:4][OH:5]. The catalyst class is: 863. Reactant: [OH:1][CH2:2][CH:3]([NH:6][C:7]1[N:12]=[C:11]([NH:13][CH2:14][C:15]2[CH:20]=[CH:19][C:18]([C:21]3[CH:26]=[CH:25][CH:24]=[CH:23][N:22]=3)=[CH:17][CH:16]=2)[N:10]2[N:27]=[CH:28][C:29]([CH:30]([CH3:32])[CH3:31])=[C:9]2[N:8]=1)[CH2:4][OH:5].[C:33]([OH:40])(=[O:39])/[CH:34]=[CH:35]/[C:36]([OH:38])=[O:37].